This data is from Forward reaction prediction with 1.9M reactions from USPTO patents (1976-2016). The task is: Predict the product of the given reaction. (1) Given the reactants Cl.[OH:2][CH:3]([C:17]1[C:26]2[C:21](=[CH:22][CH:23]=[CH:24][CH:25]=2)[CH:20]=[CH:19][CH:18]=1)[CH:4]([NH2:16])[CH2:5][C:6]1[CH:11]=[CH:10][C:9]([C:12]([F:15])([F:14])[F:13])=[CH:8][CH:7]=1.[CH:27]1[C:36]2[C:31](=[CH:32][CH:33]=[CH:34][CH:35]=2)[CH:30]=[CH:29][C:28]=1[C:37](Cl)=[O:38].C(=O)([O-])O.[Na+], predict the reaction product. The product is: [OH:2][CH:3]([C:17]1[C:26]2[C:21](=[CH:22][CH:23]=[CH:24][CH:25]=2)[CH:20]=[CH:19][CH:18]=1)[CH:4]([NH:16][C:37]([C:28]1[CH:29]=[CH:30][C:31]2[C:36](=[CH:35][CH:34]=[CH:33][CH:32]=2)[CH:27]=1)=[O:38])[CH2:5][C:6]1[CH:11]=[CH:10][C:9]([C:12]([F:13])([F:14])[F:15])=[CH:8][CH:7]=1. (2) Given the reactants C(OC([N:8]1[CH2:13][CH2:12][N:11]([C:14](=[O:39])[CH2:15][O:16][C:17]2[CH:18]=[CH:19][C:20]3[C:32](=[O:33])[C:31]4[C:30]5[C:25](=[CH:26][C:27]([C:34]#[N:35])=[CH:28][CH:29]=5)[NH:24][C:23]=4[C:22]([CH3:37])([CH3:36])[C:21]=3[CH:38]=2)[CH2:10][CH2:9]1)=O)(C)(C)C.[ClH:40].O1CCOCC1, predict the reaction product. The product is: [ClH:40].[CH3:36][C:22]1([CH3:37])[C:23]2[NH:24][C:25]3[C:30](=[CH:29][CH:28]=[C:27]([C:34]#[N:35])[CH:26]=3)[C:31]=2[C:32](=[O:33])[C:20]2[CH:19]=[CH:18][C:17]([O:16][CH2:15][C:14](=[O:39])[N:11]3[CH2:10][CH2:9][NH:8][CH2:13][CH2:12]3)=[CH:38][C:21]1=2.